Dataset: Peptide-MHC class I binding affinity with 185,985 pairs from IEDB/IMGT. Task: Regression. Given a peptide amino acid sequence and an MHC pseudo amino acid sequence, predict their binding affinity value. This is MHC class I binding data. (1) The peptide sequence is FIDTIKSLDY. The MHC is HLA-A24:02 with pseudo-sequence HLA-A24:02. The binding affinity (normalized) is 0. (2) The peptide sequence is MMWEINGPK. The MHC is HLA-B15:17 with pseudo-sequence HLA-B15:17. The binding affinity (normalized) is 0.0847. (3) The MHC is HLA-B40:01 with pseudo-sequence HLA-B40:01. The peptide sequence is ASDDLEHWQ. The binding affinity (normalized) is 0.0847. (4) The peptide sequence is RRVRRRVLV. The MHC is HLA-B40:01 with pseudo-sequence HLA-B40:01. The binding affinity (normalized) is 0.213.